Dataset: NCI-60 drug combinations with 297,098 pairs across 59 cell lines. Task: Regression. Given two drug SMILES strings and cell line genomic features, predict the synergy score measuring deviation from expected non-interaction effect. (1) Drug 1: CC1=C2C(C(=O)C3(C(CC4C(C3C(C(C2(C)C)(CC1OC(=O)C(C(C5=CC=CC=C5)NC(=O)C6=CC=CC=C6)O)O)OC(=O)C7=CC=CC=C7)(CO4)OC(=O)C)O)C)OC(=O)C. Drug 2: C#CCC(CC1=CN=C2C(=N1)C(=NC(=N2)N)N)C3=CC=C(C=C3)C(=O)NC(CCC(=O)O)C(=O)O. Cell line: T-47D. Synergy scores: CSS=1.55, Synergy_ZIP=-4.59, Synergy_Bliss=-10.4, Synergy_Loewe=-15.8, Synergy_HSA=-15.3. (2) Drug 2: C(CC(=O)O)C(=O)CN.Cl. Synergy scores: CSS=20.4, Synergy_ZIP=-11.2, Synergy_Bliss=-7.37, Synergy_Loewe=-13.1, Synergy_HSA=-5.07. Drug 1: CC1OCC2C(O1)C(C(C(O2)OC3C4COC(=O)C4C(C5=CC6=C(C=C35)OCO6)C7=CC(=C(C(=C7)OC)O)OC)O)O. Cell line: SK-MEL-5. (3) Drug 1: C1=CN(C=N1)CC(O)(P(=O)(O)O)P(=O)(O)O. Drug 2: CC(C)NC(=O)C1=CC=C(C=C1)CNNC.Cl. Cell line: TK-10. Synergy scores: CSS=0.281, Synergy_ZIP=-1.41, Synergy_Bliss=-2.81, Synergy_Loewe=-1.83, Synergy_HSA=-3.12. (4) Drug 1: C1=CC(=CC=C1CCC2=CNC3=C2C(=O)NC(=N3)N)C(=O)NC(CCC(=O)O)C(=O)O. Drug 2: CN1C2=C(C=C(C=C2)N(CCCl)CCCl)N=C1CCCC(=O)O.Cl. Cell line: OVCAR-5. Synergy scores: CSS=17.4, Synergy_ZIP=-3.27, Synergy_Bliss=1.54, Synergy_Loewe=-30.0, Synergy_HSA=1.44. (5) Drug 1: C1C(C(OC1N2C=C(C(=O)NC2=O)F)CO)O. Drug 2: C1=NC(=NC(=O)N1C2C(C(C(O2)CO)O)O)N. Cell line: UO-31. Synergy scores: CSS=33.6, Synergy_ZIP=-13.2, Synergy_Bliss=-4.71, Synergy_Loewe=-5.90, Synergy_HSA=-2.77. (6) Drug 1: C1=NC2=C(N=C(N=C2N1C3C(C(C(O3)CO)O)F)Cl)N. Drug 2: C1=NC(=NC(=O)N1C2C(C(C(O2)CO)O)O)N. Cell line: HL-60(TB). Synergy scores: CSS=75.7, Synergy_ZIP=1.08, Synergy_Bliss=2.20, Synergy_Loewe=-2.30, Synergy_HSA=-0.978. (7) Drug 1: C1CC(=O)NC(=O)C1N2CC3=C(C2=O)C=CC=C3N. Synergy scores: CSS=28.0, Synergy_ZIP=2.37, Synergy_Bliss=3.94, Synergy_Loewe=-25.0, Synergy_HSA=5.29. Drug 2: CC1C(C(CC(O1)OC2CC(CC3=C2C(=C4C(=C3O)C(=O)C5=C(C4=O)C(=CC=C5)OC)O)(C(=O)C)O)N)O.Cl. Cell line: NCI-H460. (8) Drug 1: C1CCC(C(C1)N)N.C(=O)(C(=O)[O-])[O-].[Pt+4]. Drug 2: C1C(C(OC1N2C=NC3=C2NC=NCC3O)CO)O. Cell line: SW-620. Synergy scores: CSS=34.9, Synergy_ZIP=-0.449, Synergy_Bliss=-2.29, Synergy_Loewe=-9.86, Synergy_HSA=-2.38. (9) Drug 1: CN(C(=O)NC(C=O)C(C(C(CO)O)O)O)N=O. Drug 2: B(C(CC(C)C)NC(=O)C(CC1=CC=CC=C1)NC(=O)C2=NC=CN=C2)(O)O. Cell line: SW-620. Synergy scores: CSS=38.1, Synergy_ZIP=-3.05, Synergy_Bliss=-2.62, Synergy_Loewe=-1.61, Synergy_HSA=-0.616.